From a dataset of Catalyst prediction with 721,799 reactions and 888 catalyst types from USPTO. Predict which catalyst facilitates the given reaction. (1) Reactant: Cl.[C:2]1([CH3:10])[CH:7]=[CH:6][C:5]([NH:8]N)=[CH:4][CH:3]=1.O=[C:12]1[CH2:18][CH:17]2[N:19](C(OCCCC)=O)[CH:14]([CH2:15][CH2:16]2)[CH2:13]1.S(=O)(=O)(O)O. Product: [CH3:10][C:2]1[CH:7]=[C:6]2[C:5](=[CH:4][CH:3]=1)[NH:8][C:12]1[CH2:13][CH:14]3[NH:19][CH:17]([C:18]2=1)[CH2:16][CH2:15]3. The catalyst class is: 12. (2) Reactant: [CH:1]1[C:10]2[C:11]3[CH2:17][CH2:16][CH2:15][CH2:14][CH2:13][C:12]=3[N:8]3[C:9]=2[C:4]([CH2:5][CH2:6][CH2:7]3)=[CH:3][C:2]=1[NH2:18].[C:19](Cl)(=[O:25])[CH2:20][CH2:21][CH2:22][CH2:23][CH3:24]. The catalyst class is: 4. Product: [CH:1]1[C:10]2[C:11]3[CH2:17][CH2:16][CH2:15][CH2:14][CH2:13][C:12]=3[N:8]3[C:9]=2[C:4]([CH2:5][CH2:6][CH2:7]3)=[CH:3][C:2]=1[NH:18][C:19](=[O:25])[CH2:20][CH2:21][CH2:22][CH2:23][CH3:24]. (3) Reactant: [C:1]([NH:4][C:5]1[CH:10]=[CH:9][C:8]([NH:11]/[C:12](/[CH2:18][CH2:19][CH2:20][CH2:21][CH3:22])=[CH:13]/[C:14]([O:16]C)=O)=[CH:7][CH:6]=1)(=[O:3])[CH3:2].C1(OC2C=CC=CC=2)C=CC=CC=1. Product: [OH:16][C:14]1[C:7]2[C:8](=[CH:9][CH:10]=[C:5]([NH:4][C:1](=[O:3])[CH3:2])[CH:6]=2)[N:11]=[C:12]([CH2:18][CH2:19][CH2:20][CH2:21][CH3:22])[CH:13]=1. The catalyst class is: 25. (4) Reactant: [CH3:1]C1C=CC(S(O)(=O)=O)=CC=1.CC1(C)[O:42][CH:32]([C:33](=[O:41])[CH2:34][CH2:35][CH2:36][CH2:37][CH2:38][CH2:39][CH3:40])[CH:15]([C:16]([OH:31])([C:27]([O:29][CH3:30])=[O:28])/[C:17](/[C:23]([O:25][CH3:26])=[O:24])=[CH:18]/[C:19]([O:21][CH3:22])=[O:20])[O:14]1.C([O-])(O)=O.[Na+]. Product: [OH:14][CH:15]1[CH:32]([OH:42])[C:33]([O:41][CH3:1])([CH2:34][CH2:35][CH2:36][CH2:37][CH2:38][CH2:39][CH3:40])[O:31][C:16]1([C:27]([O:29][CH3:30])=[O:28])/[C:17](/[C:23]([O:25][CH3:26])=[O:24])=[CH:18]/[C:19]([O:21][CH3:22])=[O:20]. The catalyst class is: 5. (5) Reactant: [CH3:1][C:2]1([CH3:17])[CH2:8][CH2:7][C:6](=[O:9])[NH:5][C:4]2[CH:10]=[CH:11][C:12]([N+:14]([O-:16])=[O:15])=[CH:13][C:3]1=2.[C:18](=O)([O-])[O-].[Cs+].[Cs+].IC. Product: [CH3:18][N:5]1[C:6](=[O:9])[CH2:7][CH2:8][C:2]([CH3:17])([CH3:1])[C:3]2[CH:13]=[C:12]([N+:14]([O-:16])=[O:15])[CH:11]=[CH:10][C:4]1=2. The catalyst class is: 3. (6) Reactant: [NH2:1][C:2]1[N:7]=[CH:6][C:5]([CH2:8][C:9]([O:11][CH2:12][CH3:13])=[O:10])=[CH:4][CH:3]=1.[CH3:14][C:15]([O:18][C:19](O[C:19]([O:18][C:15]([CH3:17])([CH3:16])[CH3:14])=[O:20])=[O:20])([CH3:17])[CH3:16]. Product: [C:15]([O:18][C:19]([NH:1][C:2]1[N:7]=[CH:6][C:5]([CH2:8][C:9]([O:11][CH2:12][CH3:13])=[O:10])=[CH:4][CH:3]=1)=[O:20])([CH3:17])([CH3:16])[CH3:14]. The catalyst class is: 218.